From a dataset of Full USPTO retrosynthesis dataset with 1.9M reactions from patents (1976-2016). Predict the reactants needed to synthesize the given product. (1) Given the product [C:1]([O:5][C:6]([N:8]1[CH2:13][CH2:12][CH2:11][C:10]([CH2:15][O:16][CH3:18])([CH3:14])[CH2:9]1)=[O:7])([CH3:4])([CH3:3])[CH3:2], predict the reactants needed to synthesize it. The reactants are: [C:1]([O:5][C:6]([N:8]1[CH2:13][CH2:12][CH2:11][C:10]([CH2:15][OH:16])([CH3:14])[CH2:9]1)=[O:7])([CH3:4])([CH3:3])[CH3:2].I[CH3:18].[H-].[Na+].OS([O-])(=O)=O.[K+]. (2) Given the product [C:1]([C:3]1[CH:4]=[CH:5][C:6]([C:9]2[N:13]3[CH:14]=[C:15]([C:18]4[CH:26]=[CH:25][C:21]([C:22]([N:74]5[CH2:75][CH2:76][CH:71]([N:68]6[CH2:67][CH2:66][N:65]([C:58]([O:60][C:61]([CH3:64])([CH3:63])[CH3:62])=[O:59])[CH2:70][CH2:69]6)[CH2:72][CH2:73]5)=[O:23])=[CH:20][CH:19]=4)[CH:16]=[CH:17][C:12]3=[N:11][CH:10]=2)=[CH:7][CH:8]=1)#[N:2], predict the reactants needed to synthesize it. The reactants are: [C:1]([C:3]1[CH:8]=[CH:7][C:6]([C:9]2[N:13]3[CH:14]=[C:15]([C:18]4[CH:26]=[CH:25][C:21]([C:22](O)=[O:23])=[CH:20][CH:19]=4)[CH:16]=[CH:17][C:12]3=[N:11][CH:10]=2)=[CH:5][CH:4]=1)#[N:2].CN(C(ON1N=NC2C=CC=NC1=2)=[N+](C)C)C.F[P-](F)(F)(F)(F)F.CN1CCOCC1.[C:58]([N:65]1[CH2:70][CH2:69][N:68]([CH:71]2[CH2:76][CH2:75][NH:74][CH2:73][CH2:72]2)[CH2:67][CH2:66]1)([O:60][C:61]([CH3:64])([CH3:63])[CH3:62])=[O:59]. (3) Given the product [F:21][C:22]1[CH:27]=[CH:26][CH:25]=[CH:24][C:23]=1[CH:28]([C:3]1[C:4]2[C:9](=[CH:8][C:7]([NH:10][C:11](=[O:20])[O:12][CH2:13][C:14]3[CH:15]=[CH:16][CH:17]=[CH:18][CH:19]=3)=[CH:6][CH:5]=2)[NH:1][CH:2]=1)[CH2:29][N+:30]([O-:32])=[O:31], predict the reactants needed to synthesize it. The reactants are: [NH:1]1[C:9]2[C:4](=[CH:5][CH:6]=[C:7]([NH:10][C:11](=[O:20])[O:12][CH2:13][C:14]3[CH:19]=[CH:18][CH:17]=[CH:16][CH:15]=3)[CH:8]=2)[CH:3]=[CH:2]1.[F:21][C:22]1[CH:27]=[CH:26][CH:25]=[CH:24][C:23]=1/[CH:28]=[CH:29]/[N+:30]([O-:32])=[O:31]. (4) Given the product [NH2:13][CH2:12][CH:11]([C:16]1[C:17]([CH3:33])=[C:18]([NH:22][C:23](=[O:32])[O:24][CH2:25][C:26]2[CH:27]=[CH:28][CH:29]=[CH:30][CH:31]=2)[CH:19]=[CH:20][CH:21]=1)[C:6]1[C:5]2[C:9](=[CH:10][C:2]([Br:1])=[CH:3][CH:4]=2)[NH:8][CH:7]=1, predict the reactants needed to synthesize it. The reactants are: [Br:1][C:2]1[CH:10]=[C:9]2[C:5]([C:6]([CH:11]([C:16]3[C:17]([CH3:33])=[C:18]([NH:22][C:23](=[O:32])[O:24][CH2:25][C:26]4[CH:31]=[CH:30][CH:29]=[CH:28][CH:27]=4)[CH:19]=[CH:20][CH:21]=3)[CH2:12][N+:13]([O-])=O)=[CH:7][NH:8]2)=[CH:4][CH:3]=1.[Cl-].[NH4+]. (5) The reactants are: C([O:3][C:4]([C:6]1[CH:7]=[N:8][C:9]2[C:14]([C:15]=1[NH:16][CH:17]1[CH2:21][CH2:20][CH2:19][CH2:18]1)=[CH:13][CH:12]=[CH:11][C:10]=2[O:22][CH3:23])=O)C.[F:24][C:25]1[CH:30]=[C:29]([N:31]=[C:32]=[O:33])[CH:28]=[CH:27][C:26]=1[CH3:34]. Given the product [CH:17]1([N:16]2[C:15]3[C:14]4[CH:13]=[CH:12][CH:11]=[C:10]([O:22][CH3:23])[C:9]=4[N:8]=[CH:7][C:6]=3[C:4](=[O:3])[N:31]([C:29]3[CH:28]=[CH:27][C:26]([CH3:34])=[C:25]([F:24])[CH:30]=3)[C:32]2=[O:33])[CH2:18][CH2:19][CH2:20][CH2:21]1, predict the reactants needed to synthesize it. (6) The reactants are: [CH:1]([NH:3][C:4]1[CH:9]=[CH:8][C:7]([CH:10]([C:20]2[CH:25]=[CH:24][C:23]([NH:26][CH:27]=O)=[CH:22][CH:21]=2)[C:11]2[CH:16]=[CH:15][C:14]([NH:17][CH:18]=O)=[CH:13][CH:12]=2)=[CH:6][CH:5]=1)=O.[H-].[Al+3].[Li+].[H-].[H-].[H-].O. Given the product [CH3:18][NH:17][C:14]1[CH:13]=[CH:12][C:11]([CH:10]([C:7]2[CH:6]=[CH:5][C:4]([NH:3][CH3:1])=[CH:9][CH:8]=2)[C:20]2[CH:25]=[CH:24][C:23]([NH:26][CH3:27])=[CH:22][CH:21]=2)=[CH:16][CH:15]=1, predict the reactants needed to synthesize it. (7) Given the product [OH:7][CH2:6][C@H:2]([CH3:1])[CH2:3][C@H:4]([NH:5][C:8](=[O:9])[O:10][C:11]([CH3:13])([CH3:12])[CH3:14])[CH2:15][OH:16], predict the reactants needed to synthesize it. The reactants are: [CH3:1][C@H:2]1[C:6](=[O:7])[N:5]([C:8]([O:10][C:11]([CH3:14])([CH3:13])[CH3:12])=[O:9])[C@H:4]([C:15](OC)=[O:16])[CH2:3]1.[BH4-].[Na+].CCO. (8) Given the product [C:23]([O:27][C:28]([N:8]1[C:9]2[C:5](=[CH:4][CH:3]=[C:2]([Cl:1])[CH:10]=2)/[C:6](=[CH:12]/[C:13]2[CH:18]=[C:17]([Cl:19])[C:16]([F:20])=[CH:15][C:14]=2[O:21][CH3:22])/[C:7]1=[O:11])=[O:29])([CH3:26])([CH3:25])[CH3:24], predict the reactants needed to synthesize it. The reactants are: [Cl:1][C:2]1[CH:10]=[C:9]2[C:5](/[C:6](=[CH:12]/[C:13]3[CH:18]=[C:17]([Cl:19])[C:16]([F:20])=[CH:15][C:14]=3[O:21][CH3:22])/[C:7](=[O:11])[NH:8]2)=[CH:4][CH:3]=1.[C:23]([O:27][C:28](O[C:28]([O:27][C:23]([CH3:26])([CH3:25])[CH3:24])=[O:29])=[O:29])([CH3:26])([CH3:25])[CH3:24]. (9) Given the product [CH2:15]([CH:22]1[CH2:27][CH2:26][N:25]([CH2:2][C:3]([NH:5][C:6]2[CH:11]=[CH:10][C:9]([N+:12]([O-:14])=[O:13])=[CH:8][CH:7]=2)=[O:4])[CH2:24][CH2:23]1)[C:16]1[CH:21]=[CH:20][CH:19]=[CH:18][CH:17]=1, predict the reactants needed to synthesize it. The reactants are: Cl[CH2:2][C:3]([NH:5][C:6]1[CH:11]=[CH:10][C:9]([N+:12]([O-:14])=[O:13])=[CH:8][CH:7]=1)=[O:4].[CH2:15]([CH:22]1[CH2:27][CH2:26][NH:25][CH2:24][CH2:23]1)[C:16]1[CH:21]=[CH:20][CH:19]=[CH:18][CH:17]=1.